Dataset: Forward reaction prediction with 1.9M reactions from USPTO patents (1976-2016). Task: Predict the product of the given reaction. (1) Given the reactants Br[C:2]1[CH:3]=[C:4]([N:8]2[C:13](=[O:14])[C:12]([C:15]3[CH:20]=[CH:19][C:18]([F:21])=[CH:17][CH:16]=3)=[C:11]([C:22]3[CH:27]=[CH:26][C:25]([S:28]([CH3:31])(=[O:30])=[O:29])=[CH:24][CH:23]=3)[CH:10]=[N:9]2)[CH:5]=[CH:6][CH:7]=1.C(=O)([O-])[O-].[Na+].[Na+].N, predict the reaction product. The product is: [F:21][C:18]1[CH:19]=[CH:20][C:15]([C:2]2[CH:3]=[C:4]([N:8]3[C:13](=[O:14])[C:12]([C:15]4[CH:20]=[CH:19][C:18]([F:21])=[CH:17][CH:16]=4)=[C:11]([C:22]4[CH:27]=[CH:26][C:25]([S:28]([CH3:31])(=[O:30])=[O:29])=[CH:24][CH:23]=4)[CH:10]=[N:9]3)[CH:5]=[CH:6][CH:7]=2)=[CH:16][CH:17]=1. (2) The product is: [Cl:1][C:2]1[CH:10]=[C:9]([C:11]([F:14])([F:13])[F:12])[C:5]([C:6]([N:17]([CH3:18])[CH3:16])=[O:7])=[CH:4][N:3]=1. Given the reactants [Cl:1][C:2]1[CH:10]=[C:9]([C:11]([F:14])([F:13])[F:12])[C:5]([C:6](O)=[O:7])=[CH:4][N:3]=1.Cl.[CH3:16][NH:17][CH3:18].CN(C(ON1N=NC2C=CC=NC1=2)=[N+](C)C)C.F[P-](F)(F)(F)(F)F.C(N(CC)C(C)C)(C)C.C(=O)(O)[O-].[Na+], predict the reaction product. (3) Given the reactants [C:1]([C:3]1[CH:4]=[C:5]([S:22]([N:25](CC2C=CC(OC)=CC=2OC)[C:26]2[S:30][N:29]=[CH:28][N:27]=2)(=[O:24])=[O:23])[CH:6]=[CH:7][C:8]=1[O:9][C:10]1[CH:15]=[CH:14][C:13]([O:16][C:17]([F:20])([F:19])[F:18])=[CH:12][C:11]=1I)#[N:2].[CH3:42][N:43]1[C:47](B2OC(C)(C)C(C)(C)O2)=[CH:46][CH:45]=[N:44]1, predict the reaction product. The product is: [C:1]([C:3]1[CH:4]=[C:5]([S:22]([NH:25][C:26]2[S:30][N:29]=[CH:28][N:27]=2)(=[O:23])=[O:24])[CH:6]=[CH:7][C:8]=1[O:9][C:10]1[CH:15]=[CH:14][C:13]([O:16][C:17]([F:20])([F:18])[F:19])=[CH:12][C:11]=1[C:47]1[N:43]([CH3:42])[N:44]=[CH:45][CH:46]=1)#[N:2]. (4) Given the reactants [Br:1][C:2]1[CH:3]=[C:4]([CH:6]=[CH:7][C:8]=1[CH3:9])[NH2:5].C(N(CC)CC)C.[CH3:17][C:18]([O:21][C:22](O[C:22]([O:21][C:18]([CH3:20])([CH3:19])[CH3:17])=[O:23])=[O:23])([CH3:20])[CH3:19], predict the reaction product. The product is: [C:18]([O:21][C:22](=[O:23])[NH:5][C:4]1[CH:6]=[CH:7][C:8]([CH3:9])=[C:2]([Br:1])[CH:3]=1)([CH3:20])([CH3:19])[CH3:17]. (5) Given the reactants [CH:1]1[CH:2]=[CH:3][N:4]2[CH2:10][C:9]3[CH:11]=[CH:12][CH:13]=[CH:14][C:8]=3[N:7]([C:15]([C:17]3[CH:22]=[CH:21][C:20](B4OC(C)(C)C(C)(C)O4)=[C:19]([CH3:32])[CH:18]=3)=[O:16])[CH2:6][C:5]=12.FC(F)(F)S([O:38][C:39]1[CH2:44][CH2:43][CH2:42][C:41](=O)[C:40]=1[CH3:46])(=O)=O.C(=O)([O-])[O-].[Na+].[Na+], predict the reaction product. The product is: [CH:1]1[CH:2]=[CH:3][N:4]2[CH2:10][C:9]3[CH:11]=[CH:12][CH:13]=[CH:14][C:8]=3[N:7]([C:15]([C:17]3[CH:22]=[CH:21][C:20]([C:41]4[CH2:42][CH2:43][CH2:44][C:39](=[O:38])[C:40]=4[CH3:46])=[C:19]([CH3:32])[CH:18]=3)=[O:16])[CH2:6][C:5]=12. (6) Given the reactants C[C:2]1[C:8](C)=[CH:7][CH:6]=[CH:5][C:3]=1[NH2:4].[CH3:10][C:11]1[C:17]([CH3:18])=[C:16]([I:19])[CH:15]=[CH:14][C:12]=1[NH2:13].NC1C=CC=CC=1.CC1[C:33]([CH3:34])=[C:32](I)[CH:31]=[CH:30][C:29]=1[N:36]=[C:37]=[S:38].[OH:39]CCN.O=S(Cl)Cl, predict the reaction product. The product is: [NH2:4][C:3]1([CH2:2][OH:39])[CH2:5][CH2:6][CH2:7][CH2:8]1.[CH3:10][C:11]1[C:17]([CH3:18])=[C:16]([I:19])[CH:15]=[CH:14][C:12]=1[N:13]=[C:37]1[NH:36][CH2:29][C:30]2([CH2:31][CH2:32][CH2:33][CH2:34]2)[S:38]1. (7) Given the reactants [C:1]([CH:5]([C:9]1[CH2:10][CH2:11][C:12](=[O:23])[N:13]([CH2:20][CH2:21][OH:22])[C:14]2[C:15]=1[CH2:16][CH:17]=[CH:18][CH:19]=2)[C:6]([OH:8])=[O:7])([CH3:4])([CH3:3])[CH3:2].C(Cl)(=O)C(Cl)=O.CS(C)=O.C(N(CC)CC)C, predict the reaction product. The product is: [C:1]([CH:5]([CH:9]1[C:15]2[CH:16]=[CH:17][CH:18]=[CH:19][C:14]=2[N:13]([CH2:20][CH:21]=[O:22])[C:12](=[O:23])[CH2:11][CH2:10]1)[C:6]([OH:8])=[O:7])([CH3:4])([CH3:2])[CH3:3].